Dataset: Forward reaction prediction with 1.9M reactions from USPTO patents (1976-2016). Task: Predict the product of the given reaction. (1) The product is: [CH:25]1([C:6]2[C:5]([C:28]3[CH:33]=[CH:32][N:31]=[C:30]([CH:34]=[CH2:35])[CH:29]=3)=[CH:4][C:3]([C:1]#[N:2])=[C:8]([N:9]3[CH2:14][CH2:13][NH:12][C@H:11]([CH:22]4[CH2:24][CH2:23]4)[CH2:10]3)[N:7]=2)[CH2:26][CH2:27]1. Given the reactants [C:1]([C:3]1[CH:4]=[C:5]([C:28]2[CH:33]=[CH:32][N:31]=[C:30]([CH:34]=[CH2:35])[CH:29]=2)[C:6]([CH:25]2[CH2:27][CH2:26]2)=[N:7][C:8]=1[N:9]1[CH2:14][CH2:13][N:12](C(OC(C)(C)C)=O)[C@H:11]([CH:22]2[CH2:24][CH2:23]2)[CH2:10]1)#[N:2].CCO.Cl, predict the reaction product. (2) Given the reactants [CH:1]1([N:5]2[C:9]3[CH:10]=[C:11]([C:14](=[O:17])[CH2:15]C)[CH:12]=[CH:13][C:8]=3[N:7]=[C:6]2[NH:18][C:19](=[O:25])[CH2:20][C:21]([CH3:24])([CH3:23])[CH3:22])[CH2:4][CH2:3][CH2:2]1.C(O)C.[BH4-].[Na+], predict the reaction product. The product is: [CH:1]1([N:5]2[C:9]3[CH:10]=[C:11]([CH:14]([OH:17])[CH3:15])[CH:12]=[CH:13][C:8]=3[N:7]=[C:6]2[NH:18][C:19](=[O:25])[CH2:20][C:21]([CH3:24])([CH3:23])[CH3:22])[CH2:2][CH2:3][CH2:4]1. (3) Given the reactants Br[C:2]1[CH:3]=[C:4]([CH:19]=[CH:20][CH:21]=1)[CH2:5][CH2:6][NH:7][C:8](=[O:18])[CH2:9][NH:10][C:11](=[O:17])[O:12][C:13]([CH3:16])([CH3:15])[CH3:14].[B:22]1([B:22]2[O:26][C:25]([CH3:28])([CH3:27])[C:24]([CH3:30])([CH3:29])[O:23]2)[O:26][C:25]([CH3:28])([CH3:27])[C:24]([CH3:30])([CH3:29])[O:23]1.C([O-])(=O)C.[K+].C(=O)([O-])O.[Na+], predict the reaction product. The product is: [O:18]=[C:8]([NH:7][CH2:6][CH2:5][C:4]1[CH:19]=[CH:20][CH:21]=[C:2]([B:22]2[O:26][C:25]([CH3:28])([CH3:27])[C:24]([CH3:30])([CH3:29])[O:23]2)[CH:3]=1)[CH2:9][NH:10][C:11](=[O:17])[O:12][C:13]([CH3:16])([CH3:15])[CH3:14]. (4) Given the reactants C[O:2][C:3]1[CH:4]=[C:5]([CH:19]=[CH:20][CH:21]=1)[CH2:6][CH:7]1[C:11]2[NH:12][C:13]([C:15]([O:17][CH3:18])=[O:16])=[CH:14][C:10]=2[CH2:9][CH2:8]1.B(Br)(Br)Br.C(=O)(O)[O-].[Na+], predict the reaction product. The product is: [OH:2][C:3]1[CH:4]=[C:5]([CH:19]=[CH:20][CH:21]=1)[CH2:6][CH:7]1[C:11]2[NH:12][C:13]([C:15]([O:17][CH3:18])=[O:16])=[CH:14][C:10]=2[CH2:9][CH2:8]1.